This data is from Forward reaction prediction with 1.9M reactions from USPTO patents (1976-2016). The task is: Predict the product of the given reaction. (1) Given the reactants C(OC[N:9]1[CH:13]=[CH:12][C:11]([N:14]2[CH2:19][CH2:18][O:17][C@H:16]([C@:20]([OH:29])([CH3:28])[C:21]([O:23][C:24]([CH3:27])([CH3:26])[CH3:25])=[O:22])[C:15]2=[O:30])=[N:10]1)(=O)C(C)(C)C.C[O-].[Na+], predict the reaction product. The product is: [OH:29][C@@:20]([C@H:16]1[O:17][CH2:18][CH2:19][N:14]([C:11]2[CH:12]=[CH:13][NH:9][N:10]=2)[C:15]1=[O:30])([CH3:28])[C:21]([O:23][C:24]([CH3:26])([CH3:27])[CH3:25])=[O:22]. (2) Given the reactants [CH2:1]([N:8]([CH2:14]OC)[CH2:9][Si](C)(C)C)[C:2]1[CH:7]=[CH:6][CH:5]=[CH:4][CH:3]=1.[C:17]([O:22][CH2:23][CH3:24])(=[O:21])[C:18]#[C:19][CH3:20].FC(F)(F)C(O)=O, predict the reaction product. The product is: [CH2:1]([N:8]1[CH2:9][C:19]([CH3:20])=[C:18]([C:17]([O:22][CH2:23][CH3:24])=[O:21])[CH2:14]1)[C:2]1[CH:3]=[CH:4][CH:5]=[CH:6][CH:7]=1. (3) Given the reactants [CH2:1]([O:3][C:4](=[O:32])[C:5]([CH3:31])([CH3:30])[CH2:6][C:7]1[N:8]([CH2:22][C:23]2[CH:28]=[CH:27][C:26](Br)=[CH:25][CH:24]=2)[C:9]2[C:14]([C:15]=1[S:16][C:17]([CH3:20])([CH3:19])[CH3:18])=[CH:13][C:12]([OH:21])=[CH:11][CH:10]=2)[CH3:2].[B:33]1([B:33]2[O:37][C:36]([CH3:39])([CH3:38])[C:35]([CH3:41])([CH3:40])[O:34]2)[O:37][C:36]([CH3:39])([CH3:38])[C:35]([CH3:41])([CH3:40])[O:34]1.C([O-])(=O)C.[K+].CCCCCC, predict the reaction product. The product is: [CH2:1]([O:3][C:4](=[O:32])[C:5]([CH3:31])([CH3:30])[CH2:6][C:7]1[N:8]([CH2:22][C:23]2[CH:28]=[CH:27][C:26]([B:33]3[O:37][C:36]([CH3:39])([CH3:38])[C:35]([CH3:41])([CH3:40])[O:34]3)=[CH:25][CH:24]=2)[C:9]2[C:14]([C:15]=1[S:16][C:17]([CH3:20])([CH3:19])[CH3:18])=[CH:13][C:12]([OH:21])=[CH:11][CH:10]=2)[CH3:2].